From a dataset of Full USPTO retrosynthesis dataset with 1.9M reactions from patents (1976-2016). Predict the reactants needed to synthesize the given product. (1) Given the product [C:14]([C:13]1[CH:16]=[CH:17][C:10]([CH2:9][C:22]([OH:24])=[O:23])=[CH:11][C:12]=1[C:18]([F:19])([F:20])[F:21])#[N:15], predict the reactants needed to synthesize it. The reactants are: C([N-]C(C)C)(C)C.[Li+].[CH3:9][C:10]1[CH:17]=[CH:16][C:13]([C:14]#[N:15])=[C:12]([C:18]([F:21])([F:20])[F:19])[CH:11]=1.[C:22](=[O:24])=[O:23].[Cl-].[NH4+].Cl. (2) Given the product [C:2]1([NH:1][C:11]2[CH:16]=[CH:15][CH:14]=[CH:13][CH:12]=2)[CH:7]=[CH:6][CH:5]=[CH:4][CH:3]=1, predict the reactants needed to synthesize it. The reactants are: [NH2:1][C:2]1[CH:7]=[CH:6][CH:5]=[CH:4][CH:3]=1.[N+]([C:11]1[CH:16]=[CH:15][CH:14]=[CH:13][CH:12]=1)([O-])=O. (3) Given the product [C:1]([O:9][C@H:10]([CH2:15][CH2:16][C:17](=[O:65])/[CH:18]=[CH:19]/[C@@H:20]([C@@H:29]1[O:34][C@H:33]2[CH2:35][CH2:36][C@H:37]([CH2:39][CH2:40][O:41][Si:42]([CH2:45][CH3:46])([CH2:43][CH3:44])[CH2:47][CH3:48])[O:38][C@@H:32]2[C@H:31]([O:49][Si:50]([C:53]([CH3:56])([CH3:55])[CH3:54])([CH3:51])[CH3:52])[C@@H:30]1[O:57][Si:58]([C:61]([CH3:62])([CH3:63])[CH3:64])([CH3:59])[CH3:60])[O:21][Si:22]([C:25]([CH3:26])([CH3:28])[CH3:27])([CH3:23])[CH3:24])[CH2:11][C:12]([Br:14])=[CH2:13])(=[O:8])[C:2]1[CH:7]=[CH:6][CH:5]=[CH:4][CH:3]=1, predict the reactants needed to synthesize it. The reactants are: [C:1]([O:9][C@H:10]([CH2:15][CH2:16][CH:17]([OH:65])/[CH:18]=[CH:19]/[C@@H:20]([C@@H:29]1[O:34][C@H:33]2[CH2:35][CH2:36][C@H:37]([CH2:39][CH2:40][O:41][Si:42]([CH2:47][CH3:48])([CH2:45][CH3:46])[CH2:43][CH3:44])[O:38][C@@H:32]2[C@H:31]([O:49][Si:50]([C:53]([CH3:56])([CH3:55])[CH3:54])([CH3:52])[CH3:51])[C@@H:30]1[O:57][Si:58]([C:61]([CH3:64])([CH3:63])[CH3:62])([CH3:60])[CH3:59])[O:21][Si:22]([C:25]([CH3:28])([CH3:27])[CH3:26])([CH3:24])[CH3:23])[CH2:11][C:12]([Br:14])=[CH2:13])(=[O:8])[C:2]1[CH:7]=[CH:6][CH:5]=[CH:4][CH:3]=1.C(=O)(O)[O-].[Na+].CC(OI1(OC(C)=O)(OC(C)=O)OC(=O)C2C=CC=CC1=2)=O. (4) Given the product [Br:10][C:6]1[CH:5]=[C:4]([CH2:1][CH:16]([OH:15])[CH2:17][OH:22])[CH:9]=[CH:8][CH:7]=1, predict the reactants needed to synthesize it. The reactants are: [CH2:1]([C:4]1[CH:9]=[CH:8][CH:7]=[C:6]([Br:10])[CH:5]=1)C=C.C[N+]1([O-])[CH2:17][CH2:16][O:15]CC1.CC#N.[OH2:22].